This data is from NCI-60 drug combinations with 297,098 pairs across 59 cell lines. The task is: Regression. Given two drug SMILES strings and cell line genomic features, predict the synergy score measuring deviation from expected non-interaction effect. (1) Drug 1: CC1=CC2C(CCC3(C2CCC3(C(=O)C)OC(=O)C)C)C4(C1=CC(=O)CC4)C. Drug 2: CC1C(C(=O)NC(C(=O)N2CCCC2C(=O)N(CC(=O)N(C(C(=O)O1)C(C)C)C)C)C(C)C)NC(=O)C3=C4C(=C(C=C3)C)OC5=C(C(=O)C(=C(C5=N4)C(=O)NC6C(OC(=O)C(N(C(=O)CN(C(=O)C7CCCN7C(=O)C(NC6=O)C(C)C)C)C)C(C)C)C)N)C. Cell line: SK-MEL-2. Synergy scores: CSS=7.55, Synergy_ZIP=6.84, Synergy_Bliss=14.1, Synergy_Loewe=8.26, Synergy_HSA=9.99. (2) Drug 1: CCCCCOC(=O)NC1=NC(=O)N(C=C1F)C2C(C(C(O2)C)O)O. Drug 2: CC1=C(C(=O)C2=C(C1=O)N3CC4C(C3(C2COC(=O)N)OC)N4)N. Cell line: SK-MEL-28. Synergy scores: CSS=17.4, Synergy_ZIP=-5.05, Synergy_Bliss=-4.49, Synergy_Loewe=-29.3, Synergy_HSA=-3.99. (3) Synergy scores: CSS=27.0, Synergy_ZIP=-5.38, Synergy_Bliss=0.519, Synergy_Loewe=-23.3, Synergy_HSA=-4.09. Drug 1: CC1=C(C(CCC1)(C)C)C=CC(=CC=CC(=CC(=O)O)C)C. Drug 2: CC1=C(C(=O)C2=C(C1=O)N3CC4C(C3(C2COC(=O)N)OC)N4)N. Cell line: 786-0. (4) Synergy scores: CSS=25.3, Synergy_ZIP=3.67, Synergy_Bliss=7.80, Synergy_Loewe=10.2, Synergy_HSA=10.2. Cell line: OVCAR3. Drug 2: C1C(C(OC1N2C=NC3=C(N=C(N=C32)Cl)N)CO)O. Drug 1: C1CN1P(=S)(N2CC2)N3CC3. (5) Drug 1: CCC(=C(C1=CC=CC=C1)C2=CC=C(C=C2)OCCN(C)C)C3=CC=CC=C3.C(C(=O)O)C(CC(=O)O)(C(=O)O)O. Drug 2: C1=CN(C=N1)CC(O)(P(=O)(O)O)P(=O)(O)O. Cell line: NCI/ADR-RES. Synergy scores: CSS=3.90, Synergy_ZIP=-1.93, Synergy_Bliss=-4.10, Synergy_Loewe=-3.15, Synergy_HSA=-3.35. (6) Drug 1: CN(C(=O)NC(C=O)C(C(C(CO)O)O)O)N=O. Drug 2: CC1CCCC2(C(O2)CC(NC(=O)CC(C(C(=O)C(C1O)C)(C)C)O)C(=CC3=CSC(=N3)C)C)C. Cell line: RXF 393. Synergy scores: CSS=21.6, Synergy_ZIP=-6.18, Synergy_Bliss=-2.30, Synergy_Loewe=-19.8, Synergy_HSA=-1.72.